Task: Regression. Given two drug SMILES strings and cell line genomic features, predict the synergy score measuring deviation from expected non-interaction effect.. Dataset: NCI-60 drug combinations with 297,098 pairs across 59 cell lines (1) Drug 1: CC(C1=C(C=CC(=C1Cl)F)Cl)OC2=C(N=CC(=C2)C3=CN(N=C3)C4CCNCC4)N. Drug 2: COC1=NC(=NC2=C1N=CN2C3C(C(C(O3)CO)O)O)N. Cell line: SF-268. Synergy scores: CSS=-8.34, Synergy_ZIP=1.59, Synergy_Bliss=-1.94, Synergy_Loewe=-11.2, Synergy_HSA=-6.44. (2) Drug 1: C#CCC(CC1=CN=C2C(=N1)C(=NC(=N2)N)N)C3=CC=C(C=C3)C(=O)NC(CCC(=O)O)C(=O)O. Drug 2: C1CCC(C(C1)N)N.C(=O)(C(=O)[O-])[O-].[Pt+4]. Cell line: M14. Synergy scores: CSS=5.51, Synergy_ZIP=2.23, Synergy_Bliss=-3.80, Synergy_Loewe=-3.56, Synergy_HSA=-3.79.